This data is from Forward reaction prediction with 1.9M reactions from USPTO patents (1976-2016). The task is: Predict the product of the given reaction. The product is: [C:1]([C:3]1[CH:4]=[CH:5][C:6]([CH2:7][NH:8][C:9](=[O:29])[CH:10]([C:13]2[CH:18]=[CH:17][C:16]([C:34]3[CH:39]=[CH:38][N:37]=[CH:36][CH:35]=3)=[CH:15][C:14]=2[F:28])[O:11][CH3:12])=[CH:30][CH:31]=1)#[N:2]. Given the reactants [C:1]([C:3]1[CH:31]=[CH:30][C:6]([CH2:7][NH:8][C:9](=[O:29])[CH:10]([C:13]2[CH:18]=[CH:17][C:16](B3OC(C)(C)C(C)(C)O3)=[CH:15][C:14]=2[F:28])[O:11][CH3:12])=[CH:5][CH:4]=1)#[N:2].Cl.Br[C:34]1[CH:39]=[CH:38][N:37]=[CH:36][CH:35]=1, predict the reaction product.